Task: Predict which catalyst facilitates the given reaction.. Dataset: Catalyst prediction with 721,799 reactions and 888 catalyst types from USPTO (1) Reactant: [S:1](Cl)([CH3:4])(=[O:3])=[O:2].[C:6]([O:10][C:11](=[O:27])[NH:12][CH2:13][CH2:14][C@@H:15]([C:18]1[CH:23]=[CH:22][C:21]([Br:24])=[CH:20][C:19]=1[O:25][CH3:26])[CH2:16][OH:17])([CH3:9])([CH3:8])[CH3:7].C([O-])(O)=O.[Na+]. Product: [Br:24][C:21]1[CH:22]=[CH:23][C:18]([C@H:15]([CH2:14][CH2:13][NH:12][C:11]([O:10][C:6]([CH3:9])([CH3:8])[CH3:7])=[O:27])[CH2:16][O:17][S:1]([CH3:4])(=[O:3])=[O:2])=[C:19]([O:25][CH3:26])[CH:20]=1. The catalyst class is: 2. (2) Reactant: O.[NH2:2][NH2:3].[CH3:4][N:5]([CH3:16])[C:6]1[CH:15]=[CH:14][C:9]([C:10](OC)=[O:11])=[CH:8][N:7]=1. Product: [CH3:4][N:5]([CH3:16])[C:6]1[CH:15]=[CH:14][C:9]([C:10]([NH:2][NH2:3])=[O:11])=[CH:8][N:7]=1. The catalyst class is: 14. (3) Reactant: [CH:1]1([C@H:7]([NH:12][C:13]([C:15]2[N:16]=[C:17]([C:33]3[CH:38]=[CH:37][C:36]([O:39][CH3:40])=[CH:35][CH:34]=3)[S:18][C:19]=2[NH:20][C:21]([NH:23][C:24]2[C:29]([CH3:30])=[CH:28][C:27]([CH3:31])=[CH:26][C:25]=2[CH3:32])=[O:22])=[O:14])[C:8]([O:10]C)=[O:9])[CH2:6][CH2:5][CH2:4][CH2:3][CH2:2]1.[OH-].[Li+].Cl. Product: [CH:1]1([C@H:7]([NH:12][C:13]([C:15]2[N:16]=[C:17]([C:33]3[CH:34]=[CH:35][C:36]([O:39][CH3:40])=[CH:37][CH:38]=3)[S:18][C:19]=2[NH:20][C:21]([NH:23][C:24]2[C:25]([CH3:32])=[CH:26][C:27]([CH3:31])=[CH:28][C:29]=2[CH3:30])=[O:22])=[O:14])[C:8]([OH:10])=[O:9])[CH2:6][CH2:5][CH2:4][CH2:3][CH2:2]1. The catalyst class is: 38.